This data is from Forward reaction prediction with 1.9M reactions from USPTO patents (1976-2016). The task is: Predict the product of the given reaction. (1) The product is: [Br:1][C:29]1[N:30]=[C:25]([CH2:23][CH3:24])[C:26]([NH:33][CH:34]2[C:43]3[C:38](=[CH:39][CH:40]=[CH:41][C:42]=3[O:44][CH3:45])[CH2:37][CH2:36][CH2:35]2)=[N:27][C:28]=1[CH2:31][CH3:32]. Given the reactants [Br:1]C1N=C(CC)C(N[C@@H]2C3C(=CC=CC=3)C[C@@H]2O)=NC=1CC.[CH2:23]([C:25]1[C:26]([NH:33][CH:34]2[C:43]3[C:38](=[CH:39][CH:40]=[CH:41][C:42]=3[O:44][CH3:45])[CH2:37][CH2:36][CH2:35]2)=[N:27][C:28]([CH2:31][CH3:32])=[CH:29][N:30]=1)[CH3:24], predict the reaction product. (2) The product is: [F:1][C:2]([CH3:19])([CH3:18])[CH2:3][NH:4][C:5]1[C:14]2[C:9](=[CH:10][CH:11]=[CH:12][N:13]=2)[N:8]=[CH:7][C:6]=1[NH2:15]. Given the reactants [F:1][C:2]([CH3:19])([CH3:18])[CH2:3][NH:4][C:5]1[C:14]2[C:9](=[CH:10][CH:11]=[CH:12][N:13]=2)[N:8]=[CH:7][C:6]=1[N+:15]([O-])=O, predict the reaction product. (3) Given the reactants [C:1]([O:5][C:6]([NH:8][CH2:9][C:10]1[N:11]([CH2:50][CH:51]([CH3:53])[CH3:52])[C:12](=[O:49])[C:13]2[C:18]([C:19]=1[C:20]1[CH:25]=[CH:24][CH:23]=[CH:22][CH:21]=1)=[CH:17][C:16]([C:26]1[S:27][CH:28]=[C:29]([NH:31]C(=O)OCC3C4C=CC=CC=4C4C3=CC=CC=4)[N:30]=1)=[CH:15][CH:14]=2)=[O:7])([CH3:4])([CH3:3])[CH3:2].N1CCCC1.O, predict the reaction product. The product is: [NH2:31][C:29]1[N:30]=[C:26]([C:16]2[CH:17]=[C:18]3[C:13](=[CH:14][CH:15]=2)[C:12](=[O:49])[N:11]([CH2:50][CH:51]([CH3:52])[CH3:53])[C:10]([CH2:9][NH:8][C:6](=[O:7])[O:5][C:1]([CH3:2])([CH3:3])[CH3:4])=[C:19]3[C:20]2[CH:21]=[CH:22][CH:23]=[CH:24][CH:25]=2)[S:27][CH:28]=1. (4) The product is: [C:11]([O:10][C:9](=[O:15])[NH:8][C:5]1[CH:6]=[CH:7][C:2]([Cl:1])=[CH:3][C:4]=1[CH2:16][C:28](=[O:24])[CH2:27][CH:26]([CH3:17])[CH3:25])([CH3:12])([CH3:13])[CH3:14]. Given the reactants [Cl:1][C:2]1[CH:7]=[CH:6][C:5]([NH:8][C:9](=[O:15])[O:10][C:11]([CH3:14])([CH3:13])[CH3:12])=[C:4]([CH3:16])[CH:3]=1.[CH:17]([Li])(CC)C.O.Cl.[O:24]1[CH2:28][CH2:27][CH2:26][CH2:25]1, predict the reaction product.